From a dataset of Experimentally validated miRNA-target interactions with 360,000+ pairs, plus equal number of negative samples. Binary Classification. Given a miRNA mature sequence and a target amino acid sequence, predict their likelihood of interaction. The miRNA is hsa-miR-16-5p with sequence UAGCAGCACGUAAAUAUUGGCG. The protein sequence of the target gene is MSSLIRRVISTAKAPGAIGPYSQAVLVDRTIYISGQIGMDPSSGQLVSGGVAEEAKQALKNMGEILKAAGCDFTNVVKTTVLLADINDFNTVNEIYKQYFKSNFPARAAYQVAALPKGSRIEIEAVAIQGPLTTASL. Result: 1 (interaction).